From a dataset of Reaction yield outcomes from USPTO patents with 853,638 reactions. Predict the reaction yield, written as a fraction of the theoretical maximum amount of product (1.0 means a 100% yield; for example, 0.34 means a 34% yield). (1) The reactants are C1(P(C2C=CC=CC=2)CCCP(C2C=CC=CC=2)C2C=CC=CC=2)C=CC=CC=1.Br[C:31]1[C:39]2[C:34](=[N:35][CH:36]=[C:37]([C:40]3[CH:41]=[C:42]([CH:46]=[CH:47][C:48]=3[CH3:49])[C:43]([OH:45])=[O:44])[CH:38]=2)[O:33][C:32]=1[C:50]1[CH:55]=[CH:54][C:53]([F:56])=[CH:52][CH:51]=1.C[CH2:58][O:59][C:60](C)=[O:61]. The catalyst is CO.CS(C)=O.C([O-])(=O)C.[Pd+2].C([O-])(=O)C. The product is [F:56][C:53]1[CH:54]=[CH:55][C:50]([C:32]2[O:33][C:34]3=[N:35][CH:36]=[C:37]([C:40]4[CH:41]=[C:42]([CH:46]=[CH:47][C:48]=4[CH3:49])[C:43]([OH:45])=[O:44])[CH:38]=[C:39]3[C:31]=2[C:60]([O:59][CH3:58])=[O:61])=[CH:51][CH:52]=1. The yield is 0.670. (2) The reactants are [F:1][C@@:2]1([C:24](O)=[O:25])[C@H:4]([C:5]2[CH:10]=[CH:9][CH:8]=[CH:7][CH:6]=2)[C@H:3]1[C:11]1[CH:16]=[CH:15][C:14]([C:17]2[N:22]=[CH:21][C:20]([CH3:23])=[CH:19][N:18]=2)=[CH:13][CH:12]=1.F[P-](F)(F)(F)(F)F.N1(O[P+](N(C)C)(N(C)C)N(C)C)C2C=CC=CC=2N=N1.[NH2:54][OH:55].Cl.CCN(CC)CC. The catalyst is N1C=CC=CC=1. The product is [F:1][C@@:2]1([C:24]([NH:54][OH:55])=[O:25])[C@H:4]([C:5]2[CH:6]=[CH:7][CH:8]=[CH:9][CH:10]=2)[C@H:3]1[C:11]1[CH:16]=[CH:15][C:14]([C:17]2[N:18]=[CH:19][C:20]([CH3:23])=[CH:21][N:22]=2)=[CH:13][CH:12]=1. The yield is 0.00100. (3) The reactants are CC(C)=O.[F:5][C:6]1[CH:11]=[CH:10][CH:9]=[C:8]([F:12])[C:7]=1[N:13]1[C:18]2[N:19]=[C:20]([NH:38][CH2:39][C:40]3[NH:41][CH:42]=[CH:43][N:44]=3)[N:21]=[C:22]([C:23]3[CH:24]=[C:25]([CH:34]=[CH:35][C:36]=3[CH3:37])[C:26]([NH:28][C:29]3[S:30][CH:31]=[CH:32][N:33]=3)=[O:27])[C:17]=2[CH:16]=[CH:15][C:14]1=[O:45].[C:46]1([S:52]([OH:55])(=[O:54])=[O:53])[CH:51]=[CH:50][CH:49]=[CH:48][CH:47]=1. The catalyst is O. The product is [C:46]1([S:52]([OH:55])(=[O:54])=[O:53])[CH:51]=[CH:50][CH:49]=[CH:48][CH:47]=1.[F:5][C:6]1[CH:11]=[CH:10][CH:9]=[C:8]([F:12])[C:7]=1[N:13]1[C:18]2[N:19]=[C:20]([NH:38][CH2:39][C:40]3[NH:44][CH:43]=[CH:42][N:41]=3)[N:21]=[C:22]([C:23]3[CH:24]=[C:25]([CH:34]=[CH:35][C:36]=3[CH3:37])[C:26]([NH:28][C:29]3[S:30][CH:31]=[CH:32][N:33]=3)=[O:27])[C:17]=2[CH:16]=[CH:15][C:14]1=[O:45]. The yield is 0.832. (4) The product is [CH2:21]([O:19][C:13]1[C:12]([I:20])=[CH:11][C:10]([O:9][C:5]2[C:6]([NH2:8])=[N:7][C:2]([NH2:1])=[N:3][CH:4]=2)=[C:15]([CH:16]([CH3:18])[CH3:17])[CH:14]=1)[CH3:22]. The reactants are [NH2:1][C:2]1[N:7]=[C:6]([NH2:8])[C:5]([O:9][C:10]2[C:15]([CH:16]([CH3:18])[CH3:17])=[CH:14][C:13]([OH:19])=[C:12]([I:20])[CH:11]=2)=[CH:4][N:3]=1.[CH2:21](Br)[CH3:22]. The catalyst is CN(C=O)C. The yield is 0.280. (5) The reactants are FC(F)(F)C([NH:5][CH:6]1[C:14]2[C:9](=[CH:10][C:11]([C:15]3[N:19]=[C:18]([CH2:20][CH2:21][CH2:22][CH2:23][CH2:24][CH2:25][CH3:26])[O:17][N:16]=3)=[CH:12][CH:13]=2)[CH2:8][CH2:7]1)=O.[OH-].[Na+]. The catalyst is CO. The product is [CH2:20]([C:18]1[O:17][N:16]=[C:15]([C:11]2[CH:10]=[C:9]3[C:14](=[CH:13][CH:12]=2)[CH:6]([NH2:5])[CH2:7][CH2:8]3)[N:19]=1)[CH2:21][CH2:22][CH2:23][CH2:24][CH2:25][CH3:26]. The yield is 0.950. (6) The reactants are Br[C:2]1[C:10]2[C:5](=[N:6][CH:7]=[CH:8][CH:9]=2)[N:4]([S:11]([C:14]2[CH:19]=[CH:18][C:17]([CH3:20])=[CH:16][CH:15]=2)(=[O:13])=[O:12])[CH:3]=1.[Cl:21][C:22]1[CH:27]=[C:26](B(O)O)[CH:25]=[CH:24][N:23]=1.C(=O)([O-])[O-].[Na+].[Na+]. The catalyst is COCCOC.C(OCC)(=O)C.C1C=CC([P]([Pd]([P](C2C=CC=CC=2)(C2C=CC=CC=2)C2C=CC=CC=2)([P](C2C=CC=CC=2)(C2C=CC=CC=2)C2C=CC=CC=2)[P](C2C=CC=CC=2)(C2C=CC=CC=2)C2C=CC=CC=2)(C2C=CC=CC=2)C2C=CC=CC=2)=CC=1. The product is [Cl:21][C:22]1[CH:27]=[C:26]([C:2]2[C:10]3[C:5](=[N:6][CH:7]=[CH:8][CH:9]=3)[N:4]([S:11]([C:14]3[CH:19]=[CH:18][C:17]([CH3:20])=[CH:16][CH:15]=3)(=[O:13])=[O:12])[CH:3]=2)[CH:25]=[CH:24][N:23]=1. The yield is 0.680. (7) The reactants are [Cl:1][C:2]1[CH:7]=[CH:6][C:5]([C:8]2[C:13]([C:14](OC)=[O:15])=[CH:12][N:11]=[C:10]([CH3:18])[CH:9]=2)=[C:4]([F:19])[CH:3]=1.[H-].[H-].[H-].[H-].[Li+].[Al+3]. The catalyst is O1CCCC1.[NH4+].[Cl-]. The product is [Cl:1][C:2]1[CH:7]=[CH:6][C:5]([C:8]2[CH:9]=[C:10]([CH3:18])[N:11]=[CH:12][C:13]=2[CH2:14][OH:15])=[C:4]([F:19])[CH:3]=1. The yield is 0.870.